Regression/Classification. Given a drug SMILES string, predict its toxicity properties. Task type varies by dataset: regression for continuous values (e.g., LD50, hERG inhibition percentage) or binary classification for toxic/non-toxic outcomes (e.g., AMES mutagenicity, cardiotoxicity, hepatotoxicity). Dataset: ld50_zhu. From a dataset of Acute oral toxicity (LD50) regression data from Zhu et al.. (1) The compound is CC1OC(n2cc(F)c(=O)[nH]c2=O)C(O)C1O. The rat oral LD50 is 1.86, given as -log10 of the dose in mol/kg body weight (higher means more acutely toxic). (2) The compound is C=CCCCCCCCCC(=O)O. The rat oral LD50 is 1.87, given as -log10 of the dose in mol/kg body weight (higher means more acutely toxic). (3) The compound is CCOP(=S)(Oc1cnn(CC)c(=O)c1OC)OC(C)C. The rat oral LD50 is 4.97, given as -log10 of the dose in mol/kg body weight (higher means more acutely toxic).